Dataset: NCI-60 drug combinations with 297,098 pairs across 59 cell lines. Task: Regression. Given two drug SMILES strings and cell line genomic features, predict the synergy score measuring deviation from expected non-interaction effect. (1) Drug 1: C1CCC(C1)C(CC#N)N2C=C(C=N2)C3=C4C=CNC4=NC=N3. Drug 2: CC1OCC2C(O1)C(C(C(O2)OC3C4COC(=O)C4C(C5=CC6=C(C=C35)OCO6)C7=CC(=C(C(=C7)OC)O)OC)O)O. Cell line: NCI-H322M. Synergy scores: CSS=5.28, Synergy_ZIP=-1.18, Synergy_Bliss=-1.69, Synergy_Loewe=-1.92, Synergy_HSA=-2.09. (2) Drug 1: CC12CCC3C(C1CCC2=O)CC(=C)C4=CC(=O)C=CC34C. Drug 2: C1=C(C(=O)NC(=O)N1)N(CCCl)CCCl. Cell line: NCI-H226. Synergy scores: CSS=28.6, Synergy_ZIP=-1.66, Synergy_Bliss=1.54, Synergy_Loewe=-4.75, Synergy_HSA=3.09. (3) Drug 1: CC1=CC2C(CCC3(C2CCC3(C(=O)C)OC(=O)C)C)C4(C1=CC(=O)CC4)C. Cell line: COLO 205. Drug 2: CCC1=C2CN3C(=CC4=C(C3=O)COC(=O)C4(CC)O)C2=NC5=C1C=C(C=C5)O. Synergy scores: CSS=39.1, Synergy_ZIP=0.884, Synergy_Bliss=-0.713, Synergy_Loewe=-28.9, Synergy_HSA=-1.69. (4) Drug 1: CC=C1C(=O)NC(C(=O)OC2CC(=O)NC(C(=O)NC(CSSCCC=C2)C(=O)N1)C(C)C)C(C)C. Drug 2: N.N.Cl[Pt+2]Cl. Cell line: NCIH23. Synergy scores: CSS=69.5, Synergy_ZIP=3.99, Synergy_Bliss=4.06, Synergy_Loewe=2.08, Synergy_HSA=6.97. (5) Drug 1: C1CC(=O)NC(=O)C1N2CC3=C(C2=O)C=CC=C3N. Drug 2: COC1=CC(=CC(=C1O)OC)C2C3C(COC3=O)C(C4=CC5=C(C=C24)OCO5)OC6C(C(C7C(O6)COC(O7)C8=CC=CS8)O)O. Cell line: HCT116. Synergy scores: CSS=53.1, Synergy_ZIP=-3.54, Synergy_Bliss=-3.01, Synergy_Loewe=-29.5, Synergy_HSA=-1.04.